This data is from Full USPTO retrosynthesis dataset with 1.9M reactions from patents (1976-2016). The task is: Predict the reactants needed to synthesize the given product. (1) Given the product [F:28][CH2:27][CH2:26][N:23]1[CH2:24][CH2:25][N:20]([CH:17]2[CH2:18][CH2:19][N:14]([C:4]3[C:3]([O:2][CH3:1])=[CH:8][C:7]([NH2:9])=[C:6]([O:12][CH3:13])[CH:5]=3)[CH2:15][CH2:16]2)[CH2:21][CH2:22]1, predict the reactants needed to synthesize it. The reactants are: [CH3:1][O:2][C:3]1[CH:8]=[C:7]([N+:9]([O-])=O)[C:6]([O:12][CH3:13])=[CH:5][C:4]=1[N:14]1[CH2:19][CH2:18][CH:17]([N:20]2[CH2:25][CH2:24][N:23]([CH2:26][CH2:27][F:28])[CH2:22][CH2:21]2)[CH2:16][CH2:15]1.CCOC(C)=O. (2) Given the product [Br:11][C:10]1[C:5]([C:3]2[N:4]=[C:18]([C:17]3[CH:20]=[CH:21][CH:22]=[C:15]([N+:12]([O-:14])=[O:13])[CH:16]=3)[NH:1][N:2]=2)=[N:6][CH:7]=[CH:8][CH:9]=1, predict the reactants needed to synthesize it. The reactants are: [NH2:1][NH:2][C:3]([C:5]1[C:10]([Br:11])=[CH:9][CH:8]=[CH:7][N:6]=1)=[NH:4].[N+:12]([C:15]1[CH:16]=[C:17]([CH:20]=[CH:21][CH:22]=1)[CH:18]=O)([O-:14])=[O:13].